This data is from Catalyst prediction with 721,799 reactions and 888 catalyst types from USPTO. The task is: Predict which catalyst facilitates the given reaction. (1) Reactant: [CH3:1][O:2][C:3]1[CH:20]=[CH:19][C:6]([CH2:7][N:8]2[CH:17]=[C:16]3[C:10]([NH:11][CH2:12][CH2:13][CH2:14][C:15]3=O)=[N:9]2)=[CH:5][CH:4]=1.II.[F:23][C:24]1[CH:25]=[N:26][C:27]([NH:30][C:31]([NH2:33])=[S:32])=[N:28][CH:29]=1. Product: [F:23][C:24]1[CH:25]=[N:26][C:27]([NH:30][C:31]2[S:32][C:14]3[CH2:13][CH2:12][NH:11][C:10]4=[N:9][N:8]([CH2:7][C:6]5[CH:19]=[CH:20][C:3]([O:2][CH3:1])=[CH:4][CH:5]=5)[CH:17]=[C:16]4[C:15]=3[N:33]=2)=[N:28][CH:29]=1. The catalyst class is: 17. (2) Reactant: C[O-].[Na+].[CH2:4]([O:6][C:7]([C:9]1[CH:13]=[C:12]([C:14]2[CH:19]=[CH:18][CH:17]=[CH:16][N:15]=2)[N:11]([C:20]2[N:21]=[N:22][C:23](Cl)=[CH:24][CH:25]=2)[N:10]=1)=[O:8])C.[C:27](OCC)(=[O:29])C.C(=O)([O-])O.[Na+]. Product: [CH3:4][O:6][C:7]([C:9]1[CH:13]=[C:12]([C:14]2[CH:19]=[CH:18][CH:17]=[CH:16][N:15]=2)[N:11]([C:20]2[N:21]=[N:22][C:23]([O:29][CH3:27])=[CH:24][CH:25]=2)[N:10]=1)=[O:8]. The catalyst class is: 5. (3) Reactant: [NH2:1][CH2:2][CH2:3][CH:4]1[CH2:9][CH2:8][N:7]([C:10]2[C:11]3[S:19][C:18]([C:20]([NH2:22])=[O:21])=[CH:17][C:12]=3[N:13]=[C:14]([CH3:16])[N:15]=2)[CH2:6][CH2:5]1.C(N(CC)CC)C.[CH3:30][S:31](Cl)(=[O:33])=[O:32]. Product: [CH3:16][C:14]1[N:15]=[C:10]([N:7]2[CH2:8][CH2:9][CH:4]([CH2:3][CH2:2][NH:1][S:31]([CH3:30])(=[O:33])=[O:32])[CH2:5][CH2:6]2)[C:11]2[S:19][C:18]([C:20]([NH2:22])=[O:21])=[CH:17][C:12]=2[N:13]=1. The catalyst class is: 17. (4) Reactant: [O:1]=[C:2]([C:4]1[CH:8]=[C:7]([C:9]2[N:14]=[CH:13][CH:12]=[CH:11][N:10]=2)[O:6][N:5]=1)[CH3:3].[BH4-].[Na+].O. Product: [OH:1][CH:2]([C:4]1[CH:8]=[C:7]([C:9]2[N:14]=[CH:13][CH:12]=[CH:11][N:10]=2)[O:6][N:5]=1)[CH3:3]. The catalyst class is: 5. (5) Reactant: [CH3:1][C:2]1[N:6]([CH:7]=[CH:8][CH3:9])[C:5]2[CH:10]=[CH:11][C:12]3[C:13](=[O:31])[C@H:14]([O:24][C:25](=[O:30])[C:26]([CH3:29])([CH3:28])[CH3:27])[C@@H:15]([C:18]4[CH:23]=[CH:22][CH:21]=[CH:20][CH:19]=4)[O:16][C:17]=3[C:4]=2[N:3]=1.[BH4-].[Na+]. Product: [OH:31][C@@H:13]1[C:12]2[CH:11]=[CH:10][C:5]3[N:6]([CH:7]=[CH:8][CH3:9])[C:2]([CH3:1])=[N:3][C:4]=3[C:17]=2[O:16][C@H:15]([C:18]2[CH:23]=[CH:22][CH:21]=[CH:20][CH:19]=2)[C@H:14]1[O:24][C:25](=[O:30])[C:26]([CH3:29])([CH3:28])[CH3:27]. The catalyst class is: 5. (6) Reactant: Br[CH2:2][CH2:3][O:4][C:5]1[CH:6]=[CH:7][C:8]([C:22]2[NH:31][C:30](=[O:32])[C:29]3[C:24](=[CH:25][C:26]([O:35][CH3:36])=[CH:27][C:28]=3[O:33][CH3:34])[N:23]=2)=[N:9][C:10]=1[C:11]1[CH:16]=[CH:15][C:14]([S:17]([CH2:20][CH3:21])(=[O:19])=[O:18])=[CH:13][CH:12]=1.[NH:37]1[CH2:41][CH2:40][CH2:39][CH2:38]1. Product: [CH2:20]([S:17]([C:14]1[CH:15]=[CH:16][C:11]([C:10]2[N:9]=[C:8]([C:22]3[NH:31][C:30](=[O:32])[C:29]4[C:24](=[CH:25][C:26]([O:35][CH3:36])=[CH:27][C:28]=4[O:33][CH3:34])[N:23]=3)[CH:7]=[CH:6][C:5]=2[O:4][CH2:3][CH2:2][N:37]2[CH2:41][CH2:40][CH2:39][CH2:38]2)=[CH:12][CH:13]=1)(=[O:19])=[O:18])[CH3:21]. The catalyst class is: 58. (7) Reactant: [CH:1]1([S:4]([C:7]2[CH:12]=[CH:11][C:10]([CH:13]([C:21]3[NH:25][C:24]([C:26]4[S:27][C:28](CO)=[CH:29][N:30]=4)=[CH:23][CH:22]=3)[CH2:14][CH:15]3[CH2:20][CH2:19][O:18][CH2:17][CH2:16]3)=[CH:9][CH:8]=2)(=[O:6])=[O:5])[CH2:3][CH2:2]1.S(Cl)([Cl:35])=O.[O:37]1[CH2:41][CH2:40][CH2:39]C1. Product: [ClH:35].[CH:1]1([S:4]([C:7]2[CH:8]=[CH:9][C:10]([CH:13]([C:21]3[NH:25][C:24]([C:26]4[S:27][C:28]([CH2:21][N:25]5[CH2:24][CH2:23][C:41](=[O:37])[CH2:40][CH2:39]5)=[CH:29][N:30]=4)=[CH:23][CH:22]=3)[CH2:14][CH:15]3[CH2:20][CH2:19][O:18][CH2:17][CH2:16]3)=[CH:11][CH:12]=2)(=[O:6])=[O:5])[CH2:2][CH2:3]1. The catalyst class is: 9. (8) Reactant: [NH2:1][C:2]1[CH:9]=[CH:8][CH:7]=[CH:6][C:3]=1[CH2:4][NH2:5].Cl[C:11]([O:13]CC)=[O:12]. Product: [CH2:4]([NH:5][C:11](=[O:12])[OH:13])[CH3:3].[CH2:2]([NH:1][C:11](=[O:12])[OH:13])[CH3:3].[NH2:1][C:2]1[CH:9]=[CH:8][CH:7]=[CH:6][C:3]=1[CH2:4][NH2:5]. The catalyst class is: 11.